This data is from Catalyst prediction with 721,799 reactions and 888 catalyst types from USPTO. The task is: Predict which catalyst facilitates the given reaction. (1) The catalyst class is: 7. Product: [F:9][C:10]1[CH:47]=[C:46]([F:48])[CH:45]=[CH:44][C:11]=1[O:12][C:13]1[C:21]2[N:20]=[CH:19][N:18]([CH3:22])[C:17]=2[C:16]([CH:23]([OH:24])[CH3:4])=[CH:15][C:14]=1[C:25]1[C:26]2[CH:35]=[N:34][N:33]([CH2:36][O:37][CH2:38][CH2:39][Si:40]([CH3:41])([CH3:42])[CH3:43])[C:27]=2[C:28](=[O:32])[N:29]([CH3:31])[CH:30]=1. Reactant: C[Mg]I.[CH2:4](OCC)C.[F:9][C:10]1[CH:47]=[C:46]([F:48])[CH:45]=[CH:44][C:11]=1[O:12][C:13]1[C:21]2[N:20]=[CH:19][N:18]([CH3:22])[C:17]=2[C:16]([CH:23]=[O:24])=[CH:15][C:14]=1[C:25]1[C:26]2[CH:35]=[N:34][N:33]([CH2:36][O:37][CH2:38][CH2:39][Si:40]([CH3:43])([CH3:42])[CH3:41])[C:27]=2[C:28](=[O:32])[N:29]([CH3:31])[CH:30]=1. (2) Reactant: [I:1][C:2]1[C:3](=[O:19])[C:4]2[CH:9]=[CH:8][NH:7][C:6](=[O:10])[C:5]=2[O:11][C:12]=1[C:13]1[CH:18]=[CH:17][CH:16]=[CH:15][CH:14]=1.C(=O)([O-])[O-].[K+].[K+].[CH3:26][O:27][CH2:28][CH2:29]Br. Product: [I:1][C:2]1[C:3](=[O:19])[C:4]2[CH:9]=[CH:8][N:7]([CH2:29][CH2:28][O:27][CH3:26])[C:6](=[O:10])[C:5]=2[O:11][C:12]=1[C:13]1[CH:18]=[CH:17][CH:16]=[CH:15][CH:14]=1. The catalyst class is: 3. (3) Reactant: Cl.[F:2][C:3]1[CH:8]=[C:7]([O:9][CH:10]2[CH2:15][CH2:14][NH:13][CH2:12][CH2:11]2)[CH:6]=[CH:5][C:4]=1[NH:16][C:17](=[O:22])[C:18]([CH3:21])([CH3:20])[CH3:19].C([O-])([O-])=O.[K+].[K+].Br[CH2:30][CH2:31][F:32]. Product: [F:2][C:3]1[CH:8]=[C:7]([O:9][CH:10]2[CH2:11][CH2:12][N:13]([CH2:30][CH2:31][F:32])[CH2:14][CH2:15]2)[CH:6]=[CH:5][C:4]=1[NH:16][C:17](=[O:22])[C:18]([CH3:19])([CH3:21])[CH3:20]. The catalyst class is: 3.